From a dataset of Forward reaction prediction with 1.9M reactions from USPTO patents (1976-2016). Predict the product of the given reaction. (1) Given the reactants [N:1]1C=CC=CC=1.Br[CH2:8][C:9](=O)[C:10]([O:12][CH2:13][CH3:14])=[O:11].[NH2:16][C:17]1[N:24]=[C:23](Br)[CH:22]=[CH:21][C:18]=1[CH:19]=O.N1CCCC1.[CH3:31][CH2:32][OH:33], predict the reaction product. The product is: [NH2:1][C:8]1[C:9]([C:10]([O:12][CH2:13][CH3:14])=[O:11])=[N:16][C:17]2[C:18]([CH:19]=1)=[CH:21][CH:22]=[C:23]([O:33][CH2:32][CH3:31])[N:24]=2. (2) Given the reactants [Cl:1][C:2]1[CH:7]=[CH:6][C:5]([S:8](Cl)(=[O:10])=[O:9])=[CH:4][C:3]=1[N+:12]([O-:14])=[O:13].Cl.[CH3:16][NH:17][CH3:18].C(N(CC)CC)C, predict the reaction product. The product is: [Cl:1][C:2]1[CH:7]=[CH:6][C:5]([S:8]([N:17]([CH3:18])[CH3:16])(=[O:10])=[O:9])=[CH:4][C:3]=1[N+:12]([O-:14])=[O:13]. (3) Given the reactants [C:1](=[O:11])(SCC)[O:2][CH2:3][O:4][C:5](=[O:7])[CH3:6].S(Cl)([Cl:15])(=O)=O, predict the reaction product. The product is: [C:1]([Cl:15])(=[O:11])[O:2][CH2:3][O:4][C:5](=[O:7])[CH3:6]. (4) Given the reactants [N:1]1[CH:6]=[CH:5][CH:4]=[CH:3][C:2]=1[C:7]1[S:11][C:10]([C:12]([OH:14])=O)=[CH:9][CH:8]=1.C1(OP(Cl)(OC2C=CC=CC=2)=O)C=CC=CC=1.[NH2:32][C@@H:33]1[CH:38]2[CH2:39][CH2:40][N:35]([CH2:36][CH2:37]2)[CH2:34]1.CO, predict the reaction product. The product is: [N:35]12[CH2:40][CH2:39][CH:38]([CH2:37][CH2:36]1)[C@@H:33]([NH:32][C:12]([C:10]1[S:11][C:7]([C:2]3[CH:3]=[CH:4][CH:5]=[CH:6][N:1]=3)=[CH:8][CH:9]=1)=[O:14])[CH2:34]2. (5) Given the reactants [CH3:1][N:2]1[CH2:7][CH2:6][CH2:5][N:4]([CH:8]2[CH2:13][CH2:12][NH:11][CH2:10][CH2:9]2)[C:3]1=[S:14].[Cl:15][C:16]1[CH:17]=[C:18]([CH:23]([CH2:35][CH:36]=O)[CH2:24][N:25]([CH3:34])[C:26](=[O:33])[C:27]2[CH:32]=[CH:31][CH:30]=[CH:29][CH:28]=2)[CH:19]=[CH:20][C:21]=1[Cl:22], predict the reaction product. The product is: [ClH:15].[Cl:15][C:16]1[CH:17]=[C:18]([C@H:23]([CH2:35][CH2:36][N:11]2[CH2:12][CH2:13][CH:8]([N:4]3[CH2:5][CH2:6][CH2:7][N:2]([CH3:1])[C:3]3=[S:14])[CH2:9][CH2:10]2)[CH2:24][N:25]([CH3:34])[C:26](=[O:33])[C:27]2[CH:28]=[CH:29][CH:30]=[CH:31][CH:32]=2)[CH:19]=[CH:20][C:21]=1[Cl:22]. (6) Given the reactants [NH2:1][C:2]([NH2:4])=[S:3].C[O:6][C:7]([C:9]1[C:18]2[C:13](=[CH:14][C:15]([CH2:19][C:20](=O)[CH2:21][C:22](OCC)=[O:23])=[CH:16][CH:17]=2)[CH:12]=[CH:11][CH:10]=1)=[O:8].[Li+].[OH-], predict the reaction product. The product is: [O:23]=[C:22]1[NH:4][C:2](=[S:3])[NH:1][C:20]([CH2:19][C:15]2[CH:14]=[C:13]3[C:18](=[CH:17][CH:16]=2)[C:9]([C:7]([OH:8])=[O:6])=[CH:10][CH:11]=[CH:12]3)=[CH:21]1. (7) The product is: [NH:12]1[CH2:17][CH2:16][CH:15]([C:18]2[C:22]3=[C:23]4[CH:29]=[CH:28][NH:27][C:24]4=[N:25][CH:26]=[C:21]3[NH:20][N:19]=2)[CH2:14][CH2:13]1. Given the reactants C([O-])=O.[NH4+].C([N:12]1[CH2:17][CH2:16][CH:15]([C:18]2[C:22]3=[C:23]4[CH:29]=[CH:28][NH:27][C:24]4=[N:25][CH:26]=[C:21]3[NH:20][N:19]=2)[CH2:14][CH2:13]1)C1C=CC=CC=1, predict the reaction product. (8) Given the reactants Cl.Cl.[CH:3]1([N:6]2[CH2:11][CH2:10][NH:9][CH2:8][CH2:7]2)[CH2:5][CH2:4]1.CO, predict the reaction product. The product is: [CH:3]1([N:6]2[CH2:11][CH2:10][NH:9][CH2:8][CH2:7]2)[CH2:5][CH2:4]1. (9) Given the reactants C(N(CC)CC)C.[CH:8]([C:10]1[C:18]2[C:13](=[CH:14][CH:15]=[CH:16][CH:17]=2)[N:12](C(OC(C)(C)C)=O)[CH:11]=1)=[O:9].[CH3:26][O:27][C:28]1[CH:29]=[C:30]([CH:39]=[C:40]([O:42][CH3:43])[CH:41]=1)[N:31]=[CH:32][C:33]1[CH:34]=[N:35][CH:36]=[CH:37][CH:38]=1, predict the reaction product. The product is: [CH3:26][O:27][C:28]1[CH:29]=[C:30]([NH:31][CH:32]([C:33]2[CH:34]=[N:35][CH:36]=[CH:37][CH:38]=2)[C:8]([C:10]2[C:18]3[C:13](=[CH:14][CH:15]=[CH:16][CH:17]=3)[NH:12][CH:11]=2)=[O:9])[CH:39]=[C:40]([O:42][CH3:43])[CH:41]=1.